This data is from Forward reaction prediction with 1.9M reactions from USPTO patents (1976-2016). The task is: Predict the product of the given reaction. Given the reactants C([O:3][C:4](=[O:34])[C:5]1[CH:10]=[CH:9][CH:8]=[N:7][C:6]=1[O:11][C:12]1[CH:17]=[CH:16][C:15]([CH2:18][C@H:19]([NH:22][CH2:23][C@H:24]([OH:33])[CH2:25][O:26][C:27]2[CH:32]=[CH:31][CH:30]=[CH:29][CH:28]=2)[CH2:20][OH:21])=[CH:14][CH:13]=1)C.[OH-].[Na+:36], predict the reaction product. The product is: [OH:21][CH2:20][C@@H:19]([NH:22][CH2:23][C@H:24]([OH:33])[CH2:25][O:26][C:27]1[CH:28]=[CH:29][CH:30]=[CH:31][CH:32]=1)[CH2:18][C:15]1[CH:16]=[CH:17][C:12]([O:11][C:6]2[N:7]=[CH:8][CH:9]=[CH:10][C:5]=2[C:4]([O-:34])=[O:3])=[CH:13][CH:14]=1.[Na+:36].